Task: Regression. Given two drug SMILES strings and cell line genomic features, predict the synergy score measuring deviation from expected non-interaction effect.. Dataset: NCI-60 drug combinations with 297,098 pairs across 59 cell lines Drug 1: CN(C)N=NC1=C(NC=N1)C(=O)N. Drug 2: C(CCl)NC(=O)N(CCCl)N=O. Cell line: NCIH23. Synergy scores: CSS=6.23, Synergy_ZIP=-1.02, Synergy_Bliss=0.242, Synergy_Loewe=-1.39, Synergy_HSA=-0.785.